From a dataset of P-glycoprotein inhibition data for predicting drug efflux from Broccatelli et al.. Regression/Classification. Given a drug SMILES string, predict its absorption, distribution, metabolism, or excretion properties. Task type varies by dataset: regression for continuous measurements (e.g., permeability, clearance, half-life) or binary classification for categorical outcomes (e.g., BBB penetration, CYP inhibition). Dataset: pgp_broccatelli. (1) The molecule is Cc1cc2cc3c(C)cc(=O)oc3c(C)c2o1. The result is 0 (non-inhibitor). (2) The molecule is O=C(O)c1ccccc1S. The result is 0 (non-inhibitor).